From a dataset of Forward reaction prediction with 1.9M reactions from USPTO patents (1976-2016). Predict the product of the given reaction. (1) Given the reactants [NH2:1][C:2]1[N:7]=[CH:6][N:5]=[C:4]2[N:8]([C:33]3[CH:38]=[CH:37][C:36]([CH:39]=O)=[CH:35][CH:34]=3)[N:9]=[C:10]([C:11]3[CH:16]=[CH:15][C:14]([NH:17][C:18](=[O:30])[C:19]4[CH:24]=[CH:23][C:22]([C:25]([F:28])([F:27])[F:26])=[CH:21][C:20]=4[F:29])=[C:13]([O:31][CH3:32])[CH:12]=3)[C:3]=12.Cl.Cl.[CH3:43][O:44][C:45](=[O:54])[C@H:46]([CH2:48][C:49]1[N:53]=[CH:52][NH:51][CH:50]=1)[NH2:47].C(O[BH-](OC(=O)C)OC(=O)C)(=O)C.[Na+].[OH-].[Na+], predict the reaction product. The product is: [NH2:1][C:2]1[N:7]=[CH:6][N:5]=[C:4]2[N:8]([C:33]3[CH:34]=[CH:35][C:36]([CH2:39][NH:47][C@@H:46]([CH2:48][CH:49]4[CH:50]=[N:51][CH:52]=[N:53]4)[C:45]([O:44][CH3:43])=[O:54])=[CH:37][CH:38]=3)[N:9]=[C:10]([C:11]3[CH:16]=[CH:15][C:14]([NH:17][C:18](=[O:30])[C:19]4[CH:24]=[CH:23][C:22]([C:25]([F:27])([F:28])[F:26])=[CH:21][C:20]=4[F:29])=[C:13]([O:31][CH3:32])[CH:12]=3)[C:3]=12. (2) Given the reactants Br[C:2]1[C:3]([CH:8]=[O:9])=[N:4][CH:5]=[CH:6][CH:7]=1.C1COCC1.C([O-])([O-])=O.[Na+].[Na+].[F:21][C:22]1[CH:23]=[C:24](B(O)O)[CH:25]=[C:26]([F:28])[CH:27]=1, predict the reaction product. The product is: [F:21][C:22]1[CH:23]=[C:24]([C:2]2[C:3]([CH:8]=[O:9])=[N:4][CH:5]=[CH:6][CH:7]=2)[CH:25]=[C:26]([F:28])[CH:27]=1. (3) The product is: [C:15]([S:12]([C:9]1[CH:10]=[C:11]2[C:6](=[CH:7][C:8]=1[Cl:19])[N:5]=[CH:4][N:3]=[C:2]2[NH:29][C:27]1[CH:26]=[CH:25][C:24]2[S:20][CH:21]=[N:22][C:23]=2[CH:28]=1)(=[O:14])=[O:13])([CH3:18])([CH3:17])[CH3:16]. Given the reactants Cl[C:2]1[C:11]2[C:6](=[CH:7][C:8]([Cl:19])=[C:9]([S:12]([C:15]([CH3:18])([CH3:17])[CH3:16])(=[O:14])=[O:13])[CH:10]=2)[N:5]=[CH:4][N:3]=1.[S:20]1[C:24]2[CH:25]=[CH:26][C:27]([NH2:29])=[CH:28][C:23]=2[N:22]=[CH:21]1, predict the reaction product.